From a dataset of Catalyst prediction with 721,799 reactions and 888 catalyst types from USPTO. Predict which catalyst facilitates the given reaction. (1) Reactant: C(O)(C(F)(F)F)=O.C(OC(=O)[NH:14][C:15]1([C:18]2[CH:23]=[CH:22][CH:21]=[CH:20][CH:19]=2)[CH2:17][CH2:16]1)(C)(C)C. Product: [C:18]1([C:15]2([NH2:14])[CH2:17][CH2:16]2)[CH:23]=[CH:22][CH:21]=[CH:20][CH:19]=1. The catalyst class is: 2. (2) Reactant: [OH:1][C:2]1[CH:7]=[C:6]([CH3:8])[C:5]([NH:9][CH:10]=[O:11])=[C:4]([CH3:12])[C:3]=1[CH3:13].[CH2:14](Cl)[CH:15]=[CH:16][C:17]1[CH:22]=[CH:21][CH:20]=[CH:19][CH:18]=1. Product: [CH3:12][C:4]1[C:3]([CH3:13])=[C:2]([O:1][CH2:14]/[CH:15]=[CH:16]/[C:17]2[CH:22]=[CH:21][CH:20]=[CH:19][CH:18]=2)[CH:7]=[C:6]([CH3:8])[C:5]=1[NH:9][CH:10]=[O:11]. The catalyst class is: 175. (3) The catalyst class is: 85. Product: [CH3:3][CH:2]([O:4][C:5]1[CH:6]=[C:7]([CH:11]=[C:12]([O:14][CH2:15][C:16]2[CH:21]=[CH:20][CH:19]=[CH:18][CH:17]=2)[CH:13]=1)[C:8]([NH:34][C:31]1[CH:32]=[CH:33][N:29]([CH3:28])[N:30]=1)=[O:10])[CH3:1]. Reactant: [CH3:1][CH:2]([O:4][C:5]1[CH:6]=[C:7]([CH:11]=[C:12]([O:14][CH2:15][C:16]2[CH:21]=[CH:20][CH:19]=[CH:18][CH:17]=2)[CH:13]=1)[C:8]([OH:10])=O)[CH3:3].C(Cl)(=O)C(Cl)=O.[CH3:28][N:29]1[CH:33]=[CH:32][C:31]([NH2:34])=[N:30]1.C(N(CC)CC)C.